Dataset: NCI-60 drug combinations with 297,098 pairs across 59 cell lines. Task: Regression. Given two drug SMILES strings and cell line genomic features, predict the synergy score measuring deviation from expected non-interaction effect. (1) Drug 1: C1=CC(=CC=C1C#N)C(C2=CC=C(C=C2)C#N)N3C=NC=N3. Drug 2: CC1=C(C(CCC1)(C)C)C=CC(=CC=CC(=CC(=O)O)C)C. Cell line: MCF7. Synergy scores: CSS=5.82, Synergy_ZIP=-1.41, Synergy_Bliss=-0.802, Synergy_Loewe=-5.15, Synergy_HSA=-4.73. (2) Drug 1: CC(C1=C(C=CC(=C1Cl)F)Cl)OC2=C(N=CC(=C2)C3=CN(N=C3)C4CCNCC4)N. Drug 2: CCC1(C2=C(COC1=O)C(=O)N3CC4=CC5=C(C=CC(=C5CN(C)C)O)N=C4C3=C2)O.Cl. Cell line: A498. Synergy scores: CSS=17.5, Synergy_ZIP=-6.33, Synergy_Bliss=-0.350, Synergy_Loewe=-3.97, Synergy_HSA=0.0128. (3) Drug 1: C1=C(C(=O)NC(=O)N1)F. Drug 2: C1CCC(C(C1)N)N.C(=O)(C(=O)[O-])[O-].[Pt+4]. Cell line: NCIH23. Synergy scores: CSS=48.0, Synergy_ZIP=-2.66, Synergy_Bliss=-2.80, Synergy_Loewe=2.52, Synergy_HSA=3.42. (4) Cell line: MDA-MB-435. Drug 2: C1=NC2=C(N1)C(=S)N=C(N2)N. Synergy scores: CSS=8.02, Synergy_ZIP=-4.40, Synergy_Bliss=-3.11, Synergy_Loewe=-4.16, Synergy_HSA=-1.21. Drug 1: C1=CC(=CC=C1CCC2=CNC3=C2C(=O)NC(=N3)N)C(=O)NC(CCC(=O)O)C(=O)O. (5) Drug 1: C1=CC(=CC=C1CCCC(=O)O)N(CCCl)CCCl. Drug 2: CN1C(=O)N2C=NC(=C2N=N1)C(=O)N. Cell line: NCI-H226. Synergy scores: CSS=15.8, Synergy_ZIP=2.17, Synergy_Bliss=3.14, Synergy_Loewe=-1.31, Synergy_HSA=1.66. (6) Drug 1: CN1C(=O)N2C=NC(=C2N=N1)C(=O)N. Drug 2: C(CN)CNCCSP(=O)(O)O. Cell line: HT29. Synergy scores: CSS=-0.976, Synergy_ZIP=1.08, Synergy_Bliss=-0.889, Synergy_Loewe=-3.02, Synergy_HSA=-5.26.